Dataset: Reaction yield outcomes from USPTO patents with 853,638 reactions. Task: Predict the reaction yield, written as a fraction of the theoretical maximum amount of product (1.0 means a 100% yield; for example, 0.34 means a 34% yield). (1) The reactants are Br[C:2]1[C:3]([CH3:28])=[C:4]([C:15]([NH:18][S:19]([C:22]2[CH:27]=[CH:26][CH:25]=[CH:24][N:23]=2)(=[O:21])=[O:20])=[CH:16][CH:17]=1)[C:5]([O:7][CH2:8][C:9]1[CH:14]=[CH:13][CH:12]=[CH:11][CH:10]=1)=[O:6].[CH:29](B(OCCCC)OCCCC)=[CH2:30].[F-].[Cs+]. The catalyst is COCCOC.CO.[Cl-].[Na+].O.C1C=CC([P]([Pd]([P](C2C=CC=CC=2)(C2C=CC=CC=2)C2C=CC=CC=2)([P](C2C=CC=CC=2)(C2C=CC=CC=2)C2C=CC=CC=2)[P](C2C=CC=CC=2)(C2C=CC=CC=2)C2C=CC=CC=2)(C2C=CC=CC=2)C2C=CC=CC=2)=CC=1. The product is [CH3:28][C:3]1[C:2]([CH:29]=[CH2:30])=[CH:17][CH:16]=[C:15]([NH:18][S:19]([C:22]2[CH:27]=[CH:26][CH:25]=[CH:24][N:23]=2)(=[O:21])=[O:20])[C:4]=1[C:5]([O:7][CH2:8][C:9]1[CH:14]=[CH:13][CH:12]=[CH:11][CH:10]=1)=[O:6]. The yield is 0.466. (2) The reactants are C[O:2][C:3](=O)[C:4]1[CH:9]=[CH:8][C:7]([O:10][CH2:11][C:12]2[C:13]([C:18]3[CH:23]=[CH:22][CH:21]=[CH:20][C:19]=3[F:24])=[N:14][O:15][C:16]=2[CH3:17])=[N:6][CH:5]=1.[F:26][C:27]([F:34])([C:30]([F:33])([F:32])[F:31])[CH2:28][NH2:29]. No catalyst specified. The yield is 0.750. The product is [F:24][C:19]1[CH:20]=[CH:21][CH:22]=[CH:23][C:18]=1[C:13]1[C:12]([CH2:11][O:10][C:7]2[CH:8]=[CH:9][C:4]([C:3]([NH:29][CH2:28][C:27]([F:34])([F:26])[C:30]([F:33])([F:32])[F:31])=[O:2])=[CH:5][N:6]=2)=[C:16]([CH3:17])[O:15][N:14]=1. (3) The reactants are Cl[C:2]1[CH:7]=[CH:6][C:5]([O:8][C:9]2[CH:14]=[CH:13][CH:12]=[C:11]([N:15]3[CH2:19][CH2:18][CH2:17][CH2:16]3)[CH:10]=2)=[CH:4][N:3]=1.[F:20][C:21]1[CH:27]=[CH:26][C:24]([NH2:25])=[CH:23][C:22]=1[O:28][CH3:29].C1(P(C2C=CC=CC=2)C2C3OC4C(=CC=CC=4P(C4C=CC=CC=4)C4C=CC=CC=4)C(C)(C)C=3C=CC=2)C=CC=CC=1.C(=O)([O-])[O-].[Cs+].[Cs+]. The catalyst is O1CCOCC1.C(OCC)(=O)C. The product is [F:20][C:21]1[CH:27]=[CH:26][C:24]([NH:25][C:2]2[CH:7]=[CH:6][C:5]([O:8][C:9]3[CH:14]=[CH:13][CH:12]=[C:11]([N:15]4[CH2:19][CH2:18][CH2:17][CH2:16]4)[CH:10]=3)=[CH:4][N:3]=2)=[CH:23][C:22]=1[O:28][CH3:29]. The yield is 0.280. (4) The reactants are [OH:1][C:2]1[C:6]([CH2:7][C:8]([O:10][CH3:11])=[O:9])=[CH:5][N:4]([CH3:12])[N:3]=1.Cl[CH2:14][C:15]1[CH:20]=[CH:19][N:18]=[C:17]([O:21][CH2:22][C:23]2[N:24]=[C:25]([C:29]3[CH:34]=[CH:33][CH:32]=[CH:31][CH:30]=3)[O:26][C:27]=2[CH3:28])[CH:16]=1.C(=O)([O-])[O-].[K+].[K+].CN(C)C=O. The catalyst is O. The product is [CH3:12][N:4]1[CH:5]=[C:6]([CH2:7][C:8]([O:10][CH3:11])=[O:9])[C:2]([O:1][CH2:14][C:15]2[CH:20]=[CH:19][N:18]=[C:17]([O:21][CH2:22][C:23]3[N:24]=[C:25]([C:29]4[CH:34]=[CH:33][CH:32]=[CH:31][CH:30]=4)[O:26][C:27]=3[CH3:28])[CH:16]=2)=[N:3]1. The yield is 0.880. (5) The reactants are [NH3:1].[Cl:2][C:3]1[C:8]([N+:9]([O-:11])=[O:10])=[C:7](Cl)[N:6]=[C:5]([C:13]2[CH:18]=[CH:17][C:16]([F:19])=[CH:15][CH:14]=2)[N:4]=1.Cl. The product is [NH2:1][C:7]1[C:8]([N+:9]([O-:11])=[O:10])=[C:3]([Cl:2])[N:4]=[C:5]([C:13]2[CH:18]=[CH:17][C:16]([F:19])=[CH:15][CH:14]=2)[N:6]=1. The yield is 0.870. The catalyst is O1CCCC1.